From a dataset of Forward reaction prediction with 1.9M reactions from USPTO patents (1976-2016). Predict the product of the given reaction. (1) Given the reactants [Cl:1][C:2]1[N:7]=[C:6]([C:8]2[S:12][CH:11]=[N:10][C:9]=2[C:13]2[CH:18]=[CH:17][CH:16]=[C:15]([N+:19]([O-])=O)[CH:14]=2)[CH:5]=[CH:4][N:3]=1, predict the reaction product. The product is: [Cl:1][C:2]1[N:7]=[C:6]([C:8]2[S:12][CH:11]=[N:10][C:9]=2[C:13]2[CH:14]=[C:15]([NH2:19])[CH:16]=[CH:17][CH:18]=2)[CH:5]=[CH:4][N:3]=1. (2) Given the reactants [Cl:1][C:2]1[CH:3]=[C:4]([C:8]2[N:12]([C:13]3[CH:18]=[CH:17][C:16]([F:19])=[C:15]([C:20]#[N:21])[CH:14]=3)[N:11]=[C:10]([C:22](O)=[O:23])[CH:9]=2)[CH:5]=[CH:6][CH:7]=1.C(N(CC)C(C)C)(C)C.ClC1C=C(N2C(C3C=CC=C(OCCO)C=3)=CC(C([N:58]3[CH2:62][C:61](=[O:63])[NH:60][CH2:59]3)=O)=N2)C=CC=1, predict the reaction product. The product is: [Cl:1][C:2]1[CH:3]=[C:4]([C:8]2[N:12]([C:13]3[CH:18]=[CH:17][C:16]([F:19])=[C:15]([C:20]#[N:21])[CH:14]=3)[N:11]=[C:10]([C:22]([N:58]3[CH2:62][C:61](=[O:63])[NH:60][CH2:59]3)=[O:23])[CH:9]=2)[CH:5]=[CH:6][CH:7]=1. (3) The product is: [F:12][C:13]1[CH:20]=[CH:19][CH:18]=[C:17]([N+:21]([O-:23])=[O:22])[C:14]=1[CH2:15][NH:4][CH:1]1[CH2:3][CH2:2]1. Given the reactants [CH:1]1([NH2:4])[CH2:3][CH2:2]1.C(N(CC)CC)C.[F:12][C:13]1[CH:20]=[CH:19][CH:18]=[C:17]([N+:21]([O-:23])=[O:22])[C:14]=1[CH2:15]Br, predict the reaction product. (4) Given the reactants [OH:1][C:2]1[CH:3]=[CH:4][C:5]2[C:17](=[O:18])[C:16]3[C:15]4[C:10](=[CH:11][C:12]([C:19]#[N:20])=[CH:13][CH:14]=4)[NH:9][C:8]=3[C:7]([CH3:22])([CH3:21])[C:6]=2[CH:23]=1.Br[CH2:25][CH2:26][OH:27], predict the reaction product. The product is: [OH:27][CH2:26][CH2:25][O:1][C:2]1[CH:3]=[CH:4][C:5]2[C:17](=[O:18])[C:16]3[C:15]4[C:10](=[CH:11][C:12]([C:19]#[N:20])=[CH:13][CH:14]=4)[NH:9][C:8]=3[C:7]([CH3:21])([CH3:22])[C:6]=2[CH:23]=1.